From a dataset of Full USPTO retrosynthesis dataset with 1.9M reactions from patents (1976-2016). Predict the reactants needed to synthesize the given product. (1) Given the product [NH2:1][C:2]1[CH:3]=[CH:4][C:5]([CH:11]2[CH2:12][CH2:13][N:14]([C:17]3[N:22]=[C:21]([O:23][CH2:24][C@H:25]4[CH2:27][C@H:26]4[C:28]#[N:29])[N:20]=[C:19]([C:30]([NH:68][C@@H:66]([CH3:67])[C:65]([F:70])([F:69])[F:64])=[O:31])[N:18]=3)[CH2:15][CH2:16]2)=[N:6][C:7]=1[C:8](=[O:10])[NH2:9], predict the reactants needed to synthesize it. The reactants are: [NH2:1][C:2]1[CH:3]=[CH:4][C:5]([CH:11]2[CH2:16][CH2:15][N:14]([C:17]3[N:22]=[C:21]([O:23][CH2:24][C@H:25]4[CH2:27][C@H:26]4[C:28]#[N:29])[N:20]=[C:19]([C:30](O)=[O:31])[N:18]=3)[CH2:13][CH2:12]2)=[N:6][C:7]=1[C:8](=[O:10])[NH2:9].CN(C(ON1N=NC2C=CC=NC1=2)=[N+](C)C)C.F[P-](F)(F)(F)(F)F.CCN(CC)CC.[F:64][C:65]([F:70])([F:69])[C@@H:66]([NH2:68])[CH3:67]. (2) Given the product [CH2:15]([N:18]1[C:22]2[CH:23]=[CH:24][C:25]([C:27]#[N:28])=[CH:26][C:21]=2[N:20]=[C:19]1[CH2:29][N:11]1[CH:12]=[CH:13][N:14]=[C:10]1[C:6]1[N:5]=[C:4]([F:3])[CH:9]=[CH:8][CH:7]=1)[CH2:16][CH3:17], predict the reactants needed to synthesize it. The reactants are: [H-].[Na+].[F:3][C:4]1[CH:9]=[CH:8][CH:7]=[C:6]([C:10]2[NH:11][CH:12]=[CH:13][N:14]=2)[N:5]=1.[CH2:15]([N:18]1[C:22]2[CH:23]=[CH:24][C:25]([C:27]#[N:28])=[CH:26][C:21]=2[N:20]=[C:19]1[CH2:29]Cl)[CH2:16][CH3:17].[I-].[Na+]. (3) Given the product [CH3:9][CH2:10][CH2:11][N:12]([C@@H:20]1[CH2:30][C:24]2[CH:25]=[CH:26][CH:27]=[C:28]([OH:29])[C:23]=2[CH2:22][CH2:21]1)[CH2:13][CH2:14][C:15]1[S:19][CH:18]=[CH:17][CH:16]=1.[N:1]([CH:4]([CH3:8])[C:5]([O-:7])=[O:6])=[N+:2]=[N-:3], predict the reactants needed to synthesize it. The reactants are: [N:1]([CH:4]([CH3:8])[C:5]([OH:7])=[O:6])=[N+:2]=[N-:3].[CH3:9][CH2:10][CH2:11][N:12]([C@@H:20]1[CH2:30][C:24]2[CH:25]=[CH:26][CH:27]=[C:28]([OH:29])[C:23]=2[CH2:22][CH2:21]1)[CH2:13][CH2:14][C:15]1[S:19][CH:18]=[CH:17][CH:16]=1.C1CCC(N=C=NC2CCCCC2)CC1. (4) Given the product [S:1]1[C:5]2[CH:6]=[CH:7][CH:8]=[CH:9][C:4]=2[N:3]=[C:2]1[CH:10]([O:18][CH:19]1[CH2:20][CH2:21][N:22]([CH3:25])[CH2:23][CH2:24]1)[C:11]1[CH:12]=[C:13]([O:17][S:28]([C:27]([F:40])([F:39])[F:26])(=[O:30])=[O:29])[CH:14]=[CH:15][CH:16]=1, predict the reactants needed to synthesize it. The reactants are: [S:1]1[C:5]2[CH:6]=[CH:7][CH:8]=[CH:9][C:4]=2[N:3]=[C:2]1[CH:10]([O:18][CH:19]1[CH2:24][CH2:23][N:22]([CH3:25])[CH2:21][CH2:20]1)[C:11]1[CH:12]=[C:13]([OH:17])[CH:14]=[CH:15][CH:16]=1.[F:26][C:27]([F:40])([F:39])[S:28](O[S:28]([C:27]([F:40])([F:39])[F:26])(=[O:30])=[O:29])(=[O:30])=[O:29]. (5) Given the product [OH:23][CH2:22][CH2:21][C:18]1[CH:19]=[CH:20][C:15]([O:14][CH2:2][CH2:3][O:4][CH2:5][C:6]2[CH:7]=[C:8]([CH:11]=[CH:12][CH:13]=2)[C:9]#[N:10])=[CH:16][CH:17]=1, predict the reactants needed to synthesize it. The reactants are: Br[CH2:2][CH2:3][O:4][CH2:5][C:6]1[CH:7]=[C:8]([CH:11]=[CH:12][CH:13]=1)[C:9]#[N:10].[OH:14][C:15]1[CH:20]=[CH:19][C:18]([CH2:21][CH2:22][OH:23])=[CH:17][CH:16]=1.C(=O)([O-])[O-].[K+].[K+]. (6) The reactants are: [N+:1]([C:4]1[CH:5]=[C:6]2[C:11](=[CH:12][CH:13]=1)[N:10]=[CH:9][CH:8]=[CH:7]2)([O-])=O. Given the product [NH2:1][C:4]1[CH:5]=[C:6]2[C:11](=[CH:12][CH:13]=1)[N:10]=[CH:9][CH:8]=[CH:7]2, predict the reactants needed to synthesize it. (7) The reactants are: I[CH:2]([CH3:4])[CH3:3].C(=O)([O-])[O-].[K+].[K+].[F:11][C:12]1[CH:13]=[CH:14][C:15]([N+:19]([O-:21])=[O:20])=[C:16]([OH:18])[CH:17]=1. Given the product [F:11][C:12]1[CH:13]=[CH:14][C:15]([N+:19]([O-:21])=[O:20])=[C:16]([O:18][CH:2]([CH3:4])[CH3:3])[CH:17]=1, predict the reactants needed to synthesize it. (8) Given the product [CH2:27]([N:18]1[CH:19]=[C:20]([C:21]2[CH:26]=[CH:25][N:24]=[CH:23][CH:22]=2)[C:16]([C:11]2[C:10]([F:29])=[C:9]([NH2:8])[CH:14]=[CH:13][C:12]=2[F:15])=[N:17]1)[CH3:28], predict the reactants needed to synthesize it. The reactants are: C([N:8](CC1C=CC=CC=1)[C:9]1[CH:14]=[CH:13][C:12]([F:15])=[C:11]([C:16]2[C:20]([C:21]3[CH:26]=[CH:25][N:24]=[CH:23][CH:22]=3)=[CH:19][N:18]([CH2:27][CH3:28])[N:17]=2)[C:10]=1[F:29])C1C=CC=CC=1.